This data is from Full USPTO retrosynthesis dataset with 1.9M reactions from patents (1976-2016). The task is: Predict the reactants needed to synthesize the given product. (1) Given the product [O:29]1[CH2:30][CH:31]=[C:32]([C:3]2[CH:4]=[C:5]3[C:15]4([CH2:19][O:18][C:17]([NH2:20])=[N:16]4)[C:14]4[C:9](=[CH:10][CH:11]=[C:12]([C:21]5[C:22]([F:27])=[N:23][CH:24]=[CH:25][CH:26]=5)[CH:13]=4)[O:8][C:6]3=[N:7][C:2]=2[F:1])[CH2:33][CH2:34]1, predict the reactants needed to synthesize it. The reactants are: [F:1][C:2]1[N:7]=[C:6]2[O:8][C:9]3[C:14]([C:15]4([CH2:19][O:18][C:17]([NH2:20])=[N:16]4)[C:5]2=[CH:4][C:3]=1I)=[CH:13][C:12]([C:21]1[C:22]([F:27])=[N:23][CH:24]=[CH:25][CH:26]=1)=[CH:11][CH:10]=3.[O:29]1[CH2:34][CH:33]=[C:32](B2OC(C)(C)C(C)(C)O2)[CH2:31][CH2:30]1.P([O-])([O-])([O-])=O.[K+].[K+].[K+].O. (2) Given the product [C:1]([N:4]1[C:13]2[C:8](=[CH:9][C:10]([C:14]3[CH:23]=[CH:22][C:17]([C:18]([OH:20])=[O:19])=[CH:16][CH:15]=3)=[CH:11][CH:12]=2)[C@H:7]([NH:24][C:25]2[CH:30]=[CH:29][CH:28]=[CH:27][N:26]=2)[CH2:6][C@@H:5]1[CH3:31])(=[O:3])[CH3:2], predict the reactants needed to synthesize it. The reactants are: [C:1]([N:4]1[C:13]2[C:8](=[CH:9][C:10]([C:14]3[CH:23]=[CH:22][C:17]([C:18]([O:20]C)=[O:19])=[CH:16][CH:15]=3)=[CH:11][CH:12]=2)[C@H:7]([NH:24][C:25]2[CH:30]=[CH:29][CH:28]=[CH:27][N:26]=2)[CH2:6][C@@H:5]1[CH3:31])(=[O:3])[CH3:2].[OH-].[Na+].Cl. (3) Given the product [Cl:68][C:65]1[CH:66]=[CH:67][C:62]([CH2:61][NH:60][C:11]([C:6]2[NH:7][C:8]3[C:4]([CH:5]=2)=[CH:3][C:2]([O:1][CH2:23][CH2:22][CH:18]2[CH2:19][CH2:20][CH2:21][N:17]2[CH3:16])=[CH:10][CH:9]=3)=[O:13])=[C:63]([F:79])[C:64]=1[O:69][C:70]1[CH:71]=[C:72]([C:73]#[N:74])[CH:75]=[C:76]([Cl:78])[CH:77]=1, predict the reactants needed to synthesize it. The reactants are: [OH:1][C:2]1[CH:3]=[C:4]2[C:8](=[CH:9][CH:10]=1)[NH:7][C:6]([C:11]([O:13]CC)=O)=[CH:5]2.[CH3:16][N:17]1[CH2:21][CH2:20][CH2:19][CH:18]1[CH2:22][CH2:23]O.C1(P(C2C=CC=CC=2)C2C=CC=CC=2)C=CC=CC=1.N(C(OC(C)(C)C)=O)=NC(OC(C)(C)C)=O.[NH2:60][CH2:61][C:62]1[C:63]([F:79])=[C:64]([O:69][C:70]2[CH:71]=[C:72]([CH:75]=[C:76]([Cl:78])[CH:77]=2)[C:73]#[N:74])[C:65]([Cl:68])=[CH:66][CH:67]=1.CN(C(ON1N=NC2C=CC=NC1=2)=[N+](C)C)C.F[P-](F)(F)(F)(F)F.CCN(C(C)C)C(C)C. (4) Given the product [Cl:1][C:2]1[C:3]([F:30])=[C:4]([F:29])[C:5]([NH:20][C:21]2[CH:26]=[CH:25][C:24]([I:27])=[CH:23][C:22]=2[Cl:28])=[C:6]([CH:19]=1)[C:7]([NH:9][O:10][CH2:11][C@@H:12]([OH:13])[CH2:16][OH:15])=[O:8], predict the reactants needed to synthesize it. The reactants are: [Cl:1][C:2]1[C:3]([F:30])=[C:4]([F:29])[C:5]([NH:20][C:21]2[CH:26]=[CH:25][C:24]([I:27])=[CH:23][C:22]=2[Cl:28])=[C:6]([CH:19]=1)[C:7]([NH:9][O:10][CH2:11][C@@H:12]1[CH2:16][O:15]C(C)(C)[O:13]1)=[O:8].Cl. (5) The reactants are: Br[CH2:2][C:3]1[C:12]([Cl:13])=[N:11][CH:10]=[CH:9][C:4]=1[C:5]([O:7]C)=O.Cl.[F:15][C:16]([F:31])([CH:28]([F:30])[F:29])[CH2:17][O:18][C:19]1[N:24]=[CH:23][C:22]([CH:25]([NH2:27])[CH3:26])=[CH:21][CH:20]=1.C(=O)(O)[O-].[Na+]. Given the product [Cl:13][C:12]1[C:3]2[CH2:2][N:27]([CH:25]([C:22]3[CH:23]=[N:24][C:19]([O:18][CH2:17][C:16]([F:31])([F:15])[CH:28]([F:30])[F:29])=[CH:20][CH:21]=3)[CH3:26])[C:5](=[O:7])[C:4]=2[CH:9]=[CH:10][N:11]=1, predict the reactants needed to synthesize it.